From a dataset of Forward reaction prediction with 1.9M reactions from USPTO patents (1976-2016). Predict the product of the given reaction. (1) Given the reactants CNN.O=C1C2C(=CC=CC=2)C(=O)[N:6]1[N:15]([CH2:23][CH3:24])[C:16](=[O:22])[O:17][C:18]([CH3:21])([CH3:20])[CH3:19], predict the reaction product. The product is: [CH2:23]([N:15]([C:16]([O:17][C:18]([CH3:19])([CH3:21])[CH3:20])=[O:22])[NH2:6])[CH3:24]. (2) Given the reactants [H-].[Na+].[NH:3]1[C:11]2[CH2:10][CH2:9][CH2:8][CH2:7][C:6]=2[CH:5]=[C:4]1[C:12]([O:14][CH2:15][CH3:16])=[O:13].Br[CH2:18][CH:19]([O:23][CH2:24][CH3:25])[O:20][CH2:21][CH3:22], predict the reaction product. The product is: [CH2:21]([O:20][CH:19]([O:23][CH2:24][CH3:25])[CH2:18][N:3]1[C:11]2[CH2:10][CH2:9][CH2:8][CH2:7][C:6]=2[CH:5]=[C:4]1[C:12]([O:14][CH2:15][CH3:16])=[O:13])[CH3:22]. (3) The product is: [CH:13]1([N:18]2[CH2:23][CH2:22][CH:21]([O:24][C:25]3[CH:32]=[CH:31][C:28]([C:29]4[N:12]([CH3:11])[C:4](=[O:6])[C:3]5[CH:7]=[CH:8][CH:9]=[N:10][C:2]=5[N:1]=4)=[CH:27][CH:26]=3)[CH2:20][CH2:19]2)[CH2:17][CH2:16][CH2:15][CH2:14]1. Given the reactants [NH2:1][C:2]1[N:10]=[CH:9][CH:8]=[CH:7][C:3]=1[C:4]([OH:6])=O.[CH3:11][NH2:12].[CH:13]1([N:18]2[CH2:23][CH2:22][CH:21]([O:24][C:25]3[CH:32]=[CH:31][C:28]([CH:29]=O)=[CH:27][CH:26]=3)[CH2:20][CH2:19]2)[CH2:17][CH2:16][CH2:15][CH2:14]1, predict the reaction product. (4) Given the reactants B(Br)(Br)Br.ClCCl.[Cl:8][C:9]1[CH:14]=[C:13]([CH3:15])[CH:12]=[CH:11][C:10]=1[C:16]1[C:21]2[N:22]([CH2:29][CH3:30])/[C:23](=[CH:25]/[C:26](=[O:28])[CH3:27])/[S:24][C:20]=2[CH:19]=[CH:18][C:17]=1[O:31]C, predict the reaction product. The product is: [Cl:8][C:9]1[CH:14]=[C:13]([CH3:15])[CH:12]=[CH:11][C:10]=1[C:16]1[C:21]2[N:22]([CH2:29][CH3:30])/[C:23](=[CH:25]/[C:26](=[O:28])[CH3:27])/[S:24][C:20]=2[CH:19]=[CH:18][C:17]=1[OH:31].